From a dataset of Full USPTO retrosynthesis dataset with 1.9M reactions from patents (1976-2016). Predict the reactants needed to synthesize the given product. (1) Given the product [CH3:44][O:45][C:46]1[CH:47]=[C:48](/[CH:58]=[CH:59]/[C:60]([NH:34][NH:33][C:31](=[O:32])[CH:30]([C:35]2[C:36]([F:43])=[CH:37][C:38]([F:42])=[CH:39][C:40]=2[F:41])[CH2:29][CH2:28][CH2:27][Cl:26])=[O:61])[CH:49]=[CH:50][C:51]=1[N:52]1[CH:56]=[C:55]([CH3:57])[N:54]=[CH:53]1, predict the reactants needed to synthesize it. The reactants are: C(N(C(C)C)CC)(C)C.C1N(P(Cl)(N2C(=O)OCC2)=O)C(=O)OC1.Cl.[Cl:26][CH2:27][CH2:28][CH2:29][CH:30]([C:35]1[C:40]([F:41])=[CH:39][C:38]([F:42])=[CH:37][C:36]=1[F:43])[C:31]([NH:33][NH2:34])=[O:32].[CH3:44][O:45][C:46]1[CH:47]=[C:48](/[CH:58]=[CH:59]/[C:60](O)=[O:61])[CH:49]=[CH:50][C:51]=1[N:52]1[CH:56]=[C:55]([CH3:57])[N:54]=[CH:53]1.O.C(=O)(O)[O-].[Na+]. (2) Given the product [OH:21][C:16]1[CH:17]=[C:18]2[C:13](=[CH:14][CH:15]=1)[CH:12]=[C:11]([C:8]1[C:7]3[CH:23]=[CH:24][C:4]([OH:3])=[CH:5][C:6]=3[O:10][N:9]=1)[CH:20]=[CH:19]2, predict the reactants needed to synthesize it. The reactants are: I.C[O:3][C:4]1[CH:24]=[CH:23][C:7]2[C:8]([C:11]3[CH:20]=[CH:19][C:18]4[C:13](=[CH:14][CH:15]=[C:16]([O:21]C)[CH:17]=4)[CH:12]=3)=[N:9][O:10][C:6]=2[CH:5]=1.C(O)(=O)C.C(OC(=O)C)(=O)C.